Dataset: Reaction yield outcomes from USPTO patents with 853,638 reactions. Task: Predict the reaction yield, written as a fraction of the theoretical maximum amount of product (1.0 means a 100% yield; for example, 0.34 means a 34% yield). (1) The reactants are Br[C:2]1[N:6]2[C:7]([C:11]([O:13][CH3:14])=[O:12])=[CH:8][CH:9]=[CH:10][C:5]2=[N:4][C:3]=1[C:15]1[CH:20]=[CH:19][C:18]([C:21]#[N:22])=[CH:17][CH:16]=1.C([O-])([O-])=O.[Cs+].[Cs+].F[B-](F)(F)F.C([PH+](C(C)(C)C)C(C)(C)C)(C)(C)C.C([Sn](CCCC)(CCCC)/[CH:52]=[CH:53]\[O:54][CH2:55][CH3:56])CCC.C([O-])(O)=O.[Na+]. The catalyst is CN(C=O)C.C(Cl)Cl. The product is [C:21]([C:18]1[CH:19]=[CH:20][C:15]([C:3]2[N:4]=[C:5]3[CH:10]=[CH:9][CH:8]=[C:7]([C:11]([O:13][CH3:14])=[O:12])[N:6]3[C:2]=2/[CH:52]=[CH:53]/[O:54][CH2:55][CH3:56])=[CH:16][CH:17]=1)#[N:22]. The yield is 0.740. (2) The reactants are [Li]CCCC.[CH3:6][C@@H:7]1[C@H:11]([C:12]2[CH:17]=[CH:16][CH:15]=[CH:14][CH:13]=2)[O:10][C:9](=[O:18])[NH:8]1.[Cl:19][C:20]1[CH:25]=[CH:24][C:23]([CH2:26][CH2:27][C:28](Cl)=[O:29])=[CH:22][CH:21]=1. The catalyst is C1COCC1. The product is [Cl:19][C:20]1[CH:21]=[CH:22][C:23]([CH2:26][CH2:27][C:28]([N:8]2[C@H:7]([CH3:6])[C@H:11]([C:12]3[CH:17]=[CH:16][CH:15]=[CH:14][CH:13]=3)[O:10][C:9]2=[O:18])=[O:29])=[CH:24][CH:25]=1. The yield is 0.480. (3) The reactants are Cl.[C:2]([O:6][NH2:7])([CH3:5])([CH3:4])[CH3:3].C(N(C(C)C)CC)(C)C.[C:17]([O:21][C:22](=[O:33])[CH2:23][CH:24]([C:28]([O:30][CH2:31][CH3:32])=[O:29])[C:25](O)=[O:26])([CH3:20])([CH3:19])[CH3:18].C1C=CC2N(O)N=NC=2C=1.C(Cl)CCl. The catalyst is C1COCC1. The product is [CH2:31]([O:30][C:28](=[O:29])[CH:24]([C:25](=[O:26])[NH:7][O:6][C:2]([CH3:5])([CH3:4])[CH3:3])[CH2:23][C:22]([O:21][C:17]([CH3:18])([CH3:20])[CH3:19])=[O:33])[CH3:32]. The yield is 0.660. (4) The reactants are [F:1][C:2]([F:7])([F:6])[C:3]([OH:5])=[O:4].BrC1C=CC(CN(C2CCNCC2)C(C2C=CC(CCCCC)=CN=2)=O)=CC=1.C(OC([N:43]1[CH2:48][CH2:47][CH:46]([N:49]([CH2:63][C:64]2[CH:69]=[CH:68][C:67]([C:70]([O:72][CH3:73])=[O:71])=[CH:66][CH:65]=2)[C:50]([C:52]2[CH:57]=[CH:56][C:55]([CH2:58][CH2:59][CH2:60][CH2:61][CH3:62])=[CH:54][N:53]=2)=[O:51])[CH2:45][CH2:44]1)=O)(C)(C)C. No catalyst specified. The product is [F:1][C:2]([F:7])([F:6])[C:3]([OH:5])=[O:4].[CH3:73][O:72][C:70](=[O:71])[C:67]1[CH:68]=[CH:69][C:64]([CH2:63][N:49]([C:50]([C:52]2[CH:57]=[CH:56][C:55]([CH2:58][CH2:59][CH2:60][CH2:61][CH3:62])=[CH:54][N:53]=2)=[O:51])[CH:46]2[CH2:47][CH2:48][NH:43][CH2:44][CH2:45]2)=[CH:65][CH:66]=1. The yield is 1.00. (5) The reactants are [C:1]([O:5][C:6]([N:8]1[CH2:15][CH2:14][CH2:13][C@H:9]1[C:10]([OH:12])=[O:11])=[O:7])([CH3:4])([CH3:3])[CH3:2].I[CH3:17].[H-].[Na+]. The catalyst is CN(C)C=O. The product is [C:1]([O:5][C:6]([N:8]1[CH2:15][CH2:14][CH2:13][C@H:9]1[C:10]([O:12][CH3:17])=[O:11])=[O:7])([CH3:4])([CH3:2])[CH3:3]. The yield is 0.867. (6) The reactants are [CH2:1]([O:5][C:6](=[O:21])[C@@H:7]([NH:13][C:14]([O:16][C:17]([CH3:20])([CH3:19])[CH3:18])=[O:15])[CH2:8][CH2:9][N:10]([CH3:12])[CH3:11])[CH:2]([CH3:4])[CH3:3].[O-]S(C(F)(F)F)(=O)=O.[Sn+2].[O-]S(C(F)(F)F)(=O)=O. The catalyst is ClCCl. The product is [CH2:1]([O:5][C:6](=[O:21])[C@@H:7]([NH:13][C:14]([O:16][C:17]([CH3:18])([CH3:20])[CH3:19])=[O:15])[CH2:8][CH2:9][N:10]([CH3:11])[CH3:12])[CH:2]([CH3:4])[CH3:3].[CH2:1]([O:5][C:6](=[O:21])[C@@H:7]([NH2:13])[CH2:8][CH2:9][N:10]([CH3:11])[CH3:12])[CH:2]([CH3:4])[CH3:3]. The yield is 0.260. (7) The reactants are [BH4-].[Na+].[O:3]=[C:4]([CH2:10][CH2:11][C:12]1[CH:17]=[CH:16][CH:15]=[CH:14][CH:13]=1)[C:5]([O:7][CH2:8][CH3:9])=[O:6].O.Cl. The catalyst is CCO. The product is [OH:3][CH:4]([CH2:10][CH2:11][C:12]1[CH:13]=[CH:14][CH:15]=[CH:16][CH:17]=1)[C:5]([O:7][CH2:8][CH3:9])=[O:6]. The yield is 0.830. (8) The yield is 0.640. The product is [Br:1][C:2]1[CH:13]=[CH:12][CH:11]=[CH:10][C:3]=1[CH2:4][CH2:5][S:6]([NH:17][C:16]1[CH:18]=[CH:19][CH:20]=[CH:21][C:15]=1[F:14])(=[O:8])=[O:7]. The catalyst is ClCCl.Cl. The reactants are [Br:1][C:2]1[CH:13]=[CH:12][CH:11]=[CH:10][C:3]=1[CH2:4][CH2:5][S:6](Cl)(=[O:8])=[O:7].[F:14][C:15]1[CH:21]=[CH:20][CH:19]=[CH:18][C:16]=1[NH2:17].N1C=CC=CC=1. (9) The reactants are Br[C:2]1[CH:7]=[CH:6][C:5]([CH3:8])=[CH:4][N:3]=1.[O-]P([O-])([O-])=O.[K+].[K+].[K+].[CH3:17][O:18][C:19](=[O:38])[C:20]1[CH:25]=[C:24](B2OC(C)(C)C(C)(C)O2)[CH:23]=[C:22]([N+:35]([O-:37])=[O:36])[CH:21]=1. The catalyst is COCCOC.O.C1C=CC([P]([Pd]([P](C2C=CC=CC=2)(C2C=CC=CC=2)C2C=CC=CC=2)([P](C2C=CC=CC=2)(C2C=CC=CC=2)C2C=CC=CC=2)[P](C2C=CC=CC=2)(C2C=CC=CC=2)C2C=CC=CC=2)(C2C=CC=CC=2)C2C=CC=CC=2)=CC=1. The product is [CH3:17][O:18][C:19](=[O:38])[C:20]1[CH:21]=[C:22]([N+:35]([O-:37])=[O:36])[CH:23]=[C:24]([C:2]2[CH:7]=[CH:6][C:5]([CH3:8])=[CH:4][N:3]=2)[CH:25]=1. The yield is 0.400.